This data is from Peptide-MHC class II binding affinity with 134,281 pairs from IEDB. The task is: Regression. Given a peptide amino acid sequence and an MHC pseudo amino acid sequence, predict their binding affinity value. This is MHC class II binding data. (1) The peptide sequence is GVTVKDVTITAPGDS. The MHC is HLA-DQA10501-DQB10301 with pseudo-sequence HLA-DQA10501-DQB10301. The binding affinity (normalized) is 0.231. (2) The peptide sequence is YEKFLANVSTVLTGK. The MHC is DRB1_0802 with pseudo-sequence DRB1_0802. The binding affinity (normalized) is 0.821. (3) The peptide sequence is THHYFVDLIGGAMLSL. The MHC is DRB1_1101 with pseudo-sequence DRB1_1101. The binding affinity (normalized) is 0.228. (4) The peptide sequence is YFNLIDTKCYKLE. The MHC is DRB1_0701 with pseudo-sequence DRB1_0701. The binding affinity (normalized) is 0.479. (5) The binding affinity (normalized) is 0. The MHC is H-2-IAd with pseudo-sequence H-2-IAd. The peptide sequence is IDFHYPNELLQEYNW. (6) The binding affinity (normalized) is 0.706. The peptide sequence is TALTGAMRVTKDTND. The MHC is DRB1_1301 with pseudo-sequence DRB1_1301.